From a dataset of Full USPTO retrosynthesis dataset with 1.9M reactions from patents (1976-2016). Predict the reactants needed to synthesize the given product. (1) Given the product [NH2:17][C@@H:14]1[CH2:15][CH2:16][N:12]([CH:9]2[CH2:10][CH2:11][C:6](=[O:5])[CH2:7][CH2:8]2)[CH2:13]1, predict the reactants needed to synthesize it. The reactants are: Cl.O1[C:6]2([CH2:11][CH2:10][CH:9]([N:12]3[CH2:16][CH2:15][C@@H:14]([NH:17]C(=O)OC(C)(C)C)[CH2:13]3)[CH2:8][CH2:7]2)[O:5]CC1.C([O-])([O-])=O.[Na+].[Na+]. (2) Given the product [CH2:1]([N:8]1[CH2:24][CH2:23][N:11]([CH:12]2[CH:17]3[CH2:16][CH2:15][N:14]([CH2:19][CH2:18]3)[CH2:13]2)[C:9]1=[O:10])[C:2]1[CH:3]=[CH:4][CH:5]=[CH:6][CH:7]=1, predict the reactants needed to synthesize it. The reactants are: [CH2:1]([NH:8][C:9]([NH:11][CH:12]1[CH:17]2[CH2:18][CH2:19][N:14]([CH2:15][CH2:16]2)[CH2:13]1)=[O:10])[C:2]1[CH:7]=[CH:6][CH:5]=[CH:4][CH:3]=1.[H-].[Na+].Br[CH2:23][CH2:24]Br. (3) Given the product [O:12]([C:10]1[CH:11]=[C:6]([CH2:5][C:4]2[CH:28]=[C:27]([C:29]3[C:30]([NH2:36])=[N:31][C:32]([NH2:35])=[CH:33][CH:34]=3)[O:3][N:1]=2)[CH:7]=[N:8][CH:9]=1)[C:13]1[CH:18]=[CH:17][CH:16]=[CH:15][CH:14]=1, predict the reactants needed to synthesize it. The reactants are: [N+:1]([CH2:4][CH2:5][C:6]1[CH:7]=[N:8][CH:9]=[C:10]([O:12][C:13]2[CH:18]=[CH:17][CH:16]=[CH:15][CH:14]=2)[CH:11]=1)([O-:3])=O.C[O-].[Li+].C(=O)([O-])O.[Na+].[C:27]([C:29]1[C:30]([NH2:36])=[N:31][C:32]([NH2:35])=[CH:33][CH:34]=1)#[CH:28].C(N(CC)CC)C. (4) Given the product [CH3:14][O:13][C:4]1[CH:5]=[C:10]([CH3:9])[CH:15]=[C:21]([O:20][CH3:19])[C:17]=1[CH3:18], predict the reactants needed to synthesize it. The reactants are: [K].CO[C:4]([O:13][CH3:14])(OC)[C:5]1[CH:10]=[CH:9]C=CC=1.[CH3:15]I.[CH2:17]1[CH2:21][O:20][CH2:19][CH2:18]1. (5) Given the product [CH2:1]([O:6][C:7]([NH:9][C@@H:10]([CH2:16][CH2:17][CH2:18][CH2:19][CH2:20][CH:21]=[CH2:22])[C:11]([OH:13])=[O:12])=[O:8])[CH2:2][CH2:3][CH:4]=[CH2:5], predict the reactants needed to synthesize it. The reactants are: [CH2:1]([O:6][C:7]([NH:9][C@@H:10]([CH2:16][CH2:17][CH2:18][CH2:19][CH2:20][CH:21]=[CH2:22])[C:11]([O:13]CC)=[O:12])=[O:8])[CH2:2][CH2:3][CH:4]=[CH2:5].[Li+].[OH-].Cl. (6) The reactants are: [CH:1]1([C:4]2[NH:8][N:7]=[C:6]([NH:9][C:10]3[C:17]([F:18])=[CH:16][C:13]([C:14]#[N:15])=[C:12]([NH:19][C@H:20]([C:22]4[CH:27]=[CH:26][C:25]([F:28])=[CH:24][CH:23]=4)[CH3:21])[N:11]=3)[CH:5]=2)[CH2:3][CH2:2]1.NC(C1C=CC(F)=C([NH:38][S:39]([CH3:42])(=[O:41])=[O:40])C=1)C.CCN(C(C)C)C(C)C. Given the product [C:14]([C:13]1[C:12]([NH:19][C@@H:20]([C:22]2[CH:27]=[CH:26][C:25]([F:28])=[C:24]([NH:38][S:39]([CH3:42])(=[O:41])=[O:40])[CH:23]=2)[CH3:21])=[N:11][C:10]([NH:9][C:6]2[CH:5]=[C:4]([CH:1]3[CH2:3][CH2:2]3)[NH:8][N:7]=2)=[C:17]([F:18])[CH:16]=1)#[N:15], predict the reactants needed to synthesize it. (7) The reactants are: [CH:1]1([NH:6][C:7]2[CH:8]=[C:9]([C:13]3[N:14]=[C:15]4[C:21]([C:22](=[O:27])[C:23]([CH3:26])([CH3:25])[CH3:24])=[CH:20][N:19](COCC[Si](C)(C)C)[C:16]4=[N:17][CH:18]=3)[CH:10]=[CH:11][CH:12]=2)[CH2:5][CH2:4][CH2:3][CH2:2]1.[OH-].[K+].CO.[Cl:40][CH2:41][Cl:42]. Given the product [NH4+:6].[OH-:27].[Cl:40][CH2:41][Cl:42].[CH:1]1([NH:6][C:7]2[CH:8]=[C:9]([C:13]3[N:14]=[C:15]4[C:21]([C:22](=[O:27])[C:23]([CH3:25])([CH3:24])[CH3:26])=[CH:20][NH:19][C:16]4=[N:17][CH:18]=3)[CH:10]=[CH:11][CH:12]=2)[CH2:2][CH2:3][CH2:4][CH2:5]1, predict the reactants needed to synthesize it.